This data is from Full USPTO retrosynthesis dataset with 1.9M reactions from patents (1976-2016). The task is: Predict the reactants needed to synthesize the given product. (1) Given the product [CH3:1][C:2]1[N:6]2[C:7]3[CH:13]=[C:12]([CH3:14])[N:11]([CH2:15][C:16]4[CH:21]=[CH:20][C:19]([CH2:22][N:24]5[CH2:28][CH2:27][CH2:26][CH2:25]5)=[CH:18][CH:17]=4)[C:8]=3[CH:9]=[CH:10][C:5]2=[N:4][N:3]=1, predict the reactants needed to synthesize it. The reactants are: [CH3:1][C:2]1[N:6]2[C:7]3[CH:13]=[C:12]([CH3:14])[N:11]([CH2:15][C:16]4[CH:21]=[CH:20][C:19]([CH2:22]O)=[CH:18][CH:17]=4)[C:8]=3[CH:9]=[CH:10][C:5]2=[N:4][N:3]=1.[NH:24]1[CH2:28][CH2:27][CH2:26][CH2:25]1. (2) Given the product [CH:3]([C@H:2]1[CH2:1][CH2:6][CH2:8][N:9]1[C:13]([O:15][C:16]([CH3:19])([CH3:18])[CH3:17])=[O:14])=[CH2:4], predict the reactants needed to synthesize it. The reactants are: [CH2:1]([Li])[CH2:2][CH2:3][CH3:4].[CH:6]([C@H:8]1CCC[N:9]1[C:13]([O:15][C:16]([CH3:19])([CH3:18])[CH3:17])=[O:14])=O. (3) Given the product [Br:1][C:2]1[CH:11]=[CH:10][CH:9]=[C:8]2[C:3]=1[CH2:4][CH2:5][N:6]([C:30]([NH:29][C:26]1[CH:27]=[CH:28][C:23]([F:22])=[CH:24][CH:25]=1)=[O:31])[CH:7]2[C:12]1[CH:17]=[CH:16][C:15]([C:18]([F:19])([F:20])[F:21])=[CH:14][CH:13]=1, predict the reactants needed to synthesize it. The reactants are: [Br:1][C:2]1[CH:11]=[CH:10][CH:9]=[C:8]2[C:3]=1[CH2:4][CH2:5][NH:6][CH:7]2[C:12]1[CH:17]=[CH:16][C:15]([C:18]([F:21])([F:20])[F:19])=[CH:14][CH:13]=1.[F:22][C:23]1[CH:28]=[CH:27][C:26]([N:29]=[C:30]=[O:31])=[CH:25][CH:24]=1. (4) Given the product [CH:32]([NH:31][C:29]([C:21]1[S:20][C:16]2[N:17]=[CH:18][N:19]=[C:14]([N:13]3[CH:11]4[CH2:10][CH2:9][CH:8]3[CH2:7][CH:6]([CH2:5][O:4][CH2:3][CH2:2][NH:1][S:43]([CH3:42])(=[O:45])=[O:44])[CH2:12]4)[C:15]=2[C:22]=1[C:23]1[CH:28]=[CH:27][CH:26]=[CH:25][CH:24]=1)=[O:30])([CH3:34])[CH3:33], predict the reactants needed to synthesize it. The reactants are: [NH2:1][CH2:2][CH2:3][O:4][CH2:5][CH:6]1[CH2:12][CH:11]2[N:13]([C:14]3[C:15]4[C:22]([C:23]5[CH:28]=[CH:27][CH:26]=[CH:25][CH:24]=5)=[C:21]([C:29]([NH:31][CH:32]([CH3:34])[CH3:33])=[O:30])[S:20][C:16]=4[N:17]=[CH:18][N:19]=3)[CH:8]([CH2:9][CH2:10]2)[CH2:7]1.C(N(CC)CC)C.[CH3:42][S:43](Cl)(=[O:45])=[O:44]. (5) Given the product [C:20]1([S:26]([C:29](=[CH:17][C:16]2[C:15]3[C:10](=[CH:11][CH:12]=[CH:13][CH:14]=3)[NH:9][C:8]=2[C:5]2[CH:6]=[CH:7][C:2]([Br:1])=[C:3]([F:19])[CH:4]=2)[C:30]#[N:31])(=[O:27])=[O:28])[CH:21]=[CH:22][CH:23]=[CH:24][CH:25]=1, predict the reactants needed to synthesize it. The reactants are: [Br:1][C:2]1[CH:7]=[CH:6][C:5]([C:8]2[NH:9][C:10]3[C:15]([C:16]=2[CH:17]=O)=[CH:14][CH:13]=[CH:12][CH:11]=3)=[CH:4][C:3]=1[F:19].[C:20]1([S:26]([CH2:29][C:30]#[N:31])(=[O:28])=[O:27])[CH:25]=[CH:24][CH:23]=[CH:22][CH:21]=1. (6) Given the product [S:20]1[CH:21]=[C:17]([C:15]([NH:14][C:11]2[CH:12]=[CH:13][C:8]([CH2:7][C:6]([OH:5])=[O:26])=[CH:9][C:10]=2[O:28][CH3:29])=[O:16])[C:18]2[CH:25]=[CH:24][CH:23]=[CH:22][C:19]1=2, predict the reactants needed to synthesize it. The reactants are: C([O:5][C:6](=[O:26])[CH2:7][C:8]1[CH:13]=[CH:12][C:11]([NH:14][C:15]([C:17]2[C:18]3[CH:25]=[CH:24][CH:23]=[CH:22][C:19]=3[S:20][CH:21]=2)=[O:16])=[CH:10][CH:9]=1)(C)(C)C.Cl.[O:28]1CCOC[CH2:29]1.